Dataset: Full USPTO retrosynthesis dataset with 1.9M reactions from patents (1976-2016). Task: Predict the reactants needed to synthesize the given product. (1) The reactants are: C[Si]([N-][Si](C)(C)C)(C)C.[Li+].C[Si]([CH2:15][C:16]([O:18][CH3:19])=[O:17])(C)C.[O:20]1[CH:24]=[CH:23][N:22]=[C:21]1[C:25]([C:27]1[CH:32]=[CH:31][C:30]([O:33][CH:34]2[CH2:39][CH2:38][CH2:37][CH2:36][O:35]2)=[CH:29][CH:28]=1)=O. Given the product [O:20]1[CH:24]=[CH:23][N:22]=[C:21]1[C:25]([C:27]1[CH:28]=[CH:29][C:30]([O:33][CH:34]2[CH2:39][CH2:38][CH2:37][CH2:36][O:35]2)=[CH:31][CH:32]=1)=[CH:15][C:16]([O:18][CH3:19])=[O:17], predict the reactants needed to synthesize it. (2) Given the product [Br:1][C:2]1[CH:3]=[C:4]([CH:8]=[CH:9][N:10]=1)[C:5]([N:33]([O:34][CH3:35])[CH3:32])=[O:6], predict the reactants needed to synthesize it. The reactants are: [Br:1][C:2]1[CH:3]=[C:4]([CH:8]=[CH:9][N:10]=1)[C:5](O)=[O:6].ClC1N=C(OC)N=C(OC)N=1.C(N(C(C)C)CC)(C)C.Cl.[CH3:32][NH:33][O:34][CH3:35]. (3) Given the product [CH:8]([C:6]1[C:5]2[C:10]([O:32][CH3:33])=[N:11][N:12]([C:13]([C:26]3[CH:27]=[CH:28][CH:29]=[CH:30][CH:31]=3)([C:14]3[CH:19]=[CH:18][CH:17]=[CH:16][CH:15]=3)[C:20]3[CH:21]=[CH:22][CH:23]=[CH:24][CH:25]=3)[C:4]=2[CH:3]=[C:2]([NH:45][C:43]([NH:42][C@@H:40]([C:34]2[CH:39]=[CH:38][CH:37]=[CH:36][CH:35]=2)[CH3:41])=[O:44])[N:7]=1)=[O:9], predict the reactants needed to synthesize it. The reactants are: Cl[C:2]1[N:7]=[C:6]([CH:8]=[O:9])[C:5]2[C:10]([O:32][CH3:33])=[N:11][N:12]([C:13]([C:26]3[CH:31]=[CH:30][CH:29]=[CH:28][CH:27]=3)([C:20]3[CH:25]=[CH:24][CH:23]=[CH:22][CH:21]=3)[C:14]3[CH:19]=[CH:18][CH:17]=[CH:16][CH:15]=3)[C:4]=2[CH:3]=1.[C:34]1([C@H:40]([NH:42][C:43]([NH2:45])=[O:44])[CH3:41])[CH:39]=[CH:38][CH:37]=[CH:36][CH:35]=1. (4) Given the product [C:7]([O-:12])(=[O:11])[CH3:8].[C:2]([O-:6])(=[O:15])[CH2:3][CH2:4][C:7]([O-:12])=[O:11], predict the reactants needed to synthesize it. The reactants are: C[CH:2]([OH:6])[CH:3](O)[CH3:4].[C:7]([O-:12])(=[O:11])[CH:8](C)O.C([OH:15])C. (5) Given the product [CH2:1]([C@@H:8]1[CH2:12][O:11][C:10](=[O:13])[N:9]1[C:19](=[O:24])[CH2:20][CH:21]([CH3:23])[CH3:22])[C:2]1[CH:3]=[CH:4][CH:5]=[CH:6][CH:7]=1, predict the reactants needed to synthesize it. The reactants are: [CH2:1]([C@@H:8]1[CH2:12][O:11][C:10](=[O:13])[NH:9]1)[C:2]1[CH:7]=[CH:6][CH:5]=[CH:4][CH:3]=1.[Li]CCCC.[C:19](Cl)(=[O:24])[CH2:20][CH:21]([CH3:23])[CH3:22]. (6) Given the product [C:31]1([C@H:29]([NH:28][CH:24]2[CH2:25][CH2:26][CH2:27][CH:22]([C:19]3[CH:18]=[CH:17][C:16]([C:49]4([OH:52])[CH2:50][CH2:51][O:46][CH2:47][CH2:48]4)=[CH:21][CH:20]=3)[CH2:23]2)[CH3:30])[C:40]2[C:35](=[CH:36][CH:37]=[CH:38][CH:39]=2)[CH:34]=[CH:33][CH:32]=1, predict the reactants needed to synthesize it. The reactants are: IC1C=CC(C2CCCC(=O)C2)=CC=1.I[C:16]1[CH:21]=[CH:20][C:19]([CH:22]2[CH2:27][CH2:26][CH2:25][CH:24]([NH:28][CH:29]([C:31]3[C:40]4[C:35](=[CH:36][CH:37]=[CH:38][CH:39]=4)[CH:34]=[CH:33][CH:32]=3)[CH3:30])[CH2:23]2)=[CH:18][CH:17]=1.C([Mg]Cl)(C)C.[O:46]1[CH2:51][CH2:50][C:49](=[O:52])[CH2:48][CH2:47]1. (7) Given the product [CH3:2][CH:1]([C:4]1[N:5]=[C:6]2[C:11]([C:12]#[N:13])=[CH:10][CH:9]=[CH:8][N:7]2[C:14]=1[C:16]1[CH:17]=[CH:18][C:19]([O:20][C:21]2[CH:26]=[CH:25][CH:24]=[C:23]([S:27]([CH3:30])(=[O:29])=[O:28])[CH:22]=2)=[CH:31][CH:32]=1)[CH3:3], predict the reactants needed to synthesize it. The reactants are: [CH:1]([C:4]1[N:5]=[C:6]2[C:11]([C:12]#[N:13])=[CH:10][CH:9]=[CH:8][N:7]2[CH:14]=1)([CH3:3])[CH3:2].Br[C:16]1[CH:32]=[CH:31][C:19]([O:20][C:21]2[CH:26]=[CH:25][CH:24]=[C:23]([S:27]([CH3:30])(=[O:29])=[O:28])[CH:22]=2)=[CH:18][CH:17]=1. (8) Given the product [C:28]1([CH:26]([C:20]2[S:19][C:18]([NH:17][C:7]([NH2:9])=[O:8])=[C:22]([C:23]([NH2:25])=[O:24])[CH:21]=2)[CH3:27])[CH:33]=[CH:32][CH:31]=[CH:30][CH:29]=1, predict the reactants needed to synthesize it. The reactants are: NC1SC(CC2C=CC=CC=2)=CC=1[C:7]([NH2:9])=[O:8].[NH2:17][C:18]1[S:19][C:20]([CH:26]([C:28]2[CH:33]=[CH:32][CH:31]=[CH:30][CH:29]=2)[CH3:27])=[CH:21][C:22]=1[C:23]([NH2:25])=[O:24].